This data is from Full USPTO retrosynthesis dataset with 1.9M reactions from patents (1976-2016). The task is: Predict the reactants needed to synthesize the given product. (1) Given the product [C:1]([C:5]1[CH:10]=[CH:9][C:8]([NH:11][C:12]2[C:13]3[CH2:28][CH2:27][NH:26][CH2:25][C:14]=3[N:15]=[C:16]([CH2:18][N:19]3[CH2:20][CH2:21][O:22][CH2:23][CH2:24]3)[N:17]=2)=[CH:7][CH:6]=1)([CH3:4])([CH3:2])[CH3:3], predict the reactants needed to synthesize it. The reactants are: [C:1]([C:5]1[CH:10]=[CH:9][C:8]([NH:11][C:12]2[C:13]3[CH2:28][CH2:27][N:26](CC4C=CC=CC=4)[CH2:25][C:14]=3[N:15]=[C:16]([CH2:18][N:19]3[CH2:24][CH2:23][O:22][CH2:21][CH2:20]3)[N:17]=2)=[CH:7][CH:6]=1)([CH3:4])([CH3:3])[CH3:2]. (2) Given the product [C:11]([C:13]1([C:16]2[CH:17]=[C:18]([CH:30]=[CH:31][CH:32]=2)[C:19]([NH:21][C:22]2[CH:27]=[C:26]([O:28][C:2]3[CH:7]=[CH:6][C:5]([N+:8]([O-:10])=[O:9])=[CH:4][CH:3]=3)[CH:25]=[CH:24][C:23]=2[CH3:29])=[O:20])[CH2:15][CH2:14]1)#[N:12], predict the reactants needed to synthesize it. The reactants are: F[C:2]1[CH:7]=[CH:6][C:5]([N+:8]([O-:10])=[O:9])=[CH:4][CH:3]=1.[C:11]([C:13]1([C:16]2[CH:17]=[C:18]([CH:30]=[CH:31][CH:32]=2)[C:19]([NH:21][C:22]2[CH:27]=[C:26]([OH:28])[CH:25]=[CH:24][C:23]=2[CH3:29])=[O:20])[CH2:15][CH2:14]1)#[N:12].C(=O)([O-])[O-].[K+].[K+].